Dataset: Forward reaction prediction with 1.9M reactions from USPTO patents (1976-2016). Task: Predict the product of the given reaction. (1) Given the reactants [F:1][C:2]([F:35])([F:34])[C:3]1[CH:4]=[C:5]([C@H:13]([O:15][C@H:16]2[O:24][CH2:23][C@@H:19]3[CH2:20][NH:21][CH2:22][C@H:18]3[C@@H:17]2[C:25]2[CH:30]=[C:29](I)[C:28]([F:32])=[CH:27][C:26]=2[CH3:33])[CH3:14])[CH:6]=[C:7]([C:9]([F:12])([F:11])[F:10])[CH:8]=1.[O:36]1[CH2:40][CH2:39][CH:38]([C:41](O)=[O:42])[CH2:37]1, predict the reaction product. The product is: [F:1][C:2]([F:35])([F:34])[C:3]1[CH:4]=[C:5]([C@H:13]([O:15][C@H:16]2[O:24][CH2:23][C@@H:19]3[CH2:20][N:21]([C:41]([CH:38]4[CH2:39][CH2:40][O:36][CH2:37]4)=[O:42])[CH2:22][C@H:18]3[C@@H:17]2[C:25]2[CH:30]=[CH:29][C:28]([F:32])=[CH:27][C:26]=2[CH3:33])[CH3:14])[CH:6]=[C:7]([C:9]([F:12])([F:11])[F:10])[CH:8]=1. (2) The product is: [I:20][CH2:28][C:29]1[N:30]=[N:31][N:32]([CH2:34][CH2:35][N:36]2[C:44](=[O:45])[C:43]3[C:38](=[CH:39][CH:40]=[CH:41][CH:42]=3)[C:37]2=[O:46])[CH:33]=1. Given the reactants C1(P(C2C=CC=CC=2)C2C=CC=CC=2)C=CC=CC=1.[I:20]I.N1C=CN=C1.O[CH2:28][C:29]1[N:30]=[N:31][N:32]([CH2:34][CH2:35][N:36]2[C:44](=[O:45])[C:43]3[C:38](=[CH:39][CH:40]=[CH:41][CH:42]=3)[C:37]2=[O:46])[CH:33]=1, predict the reaction product. (3) The product is: [F:23][CH:2]([F:1])[O:3][C:4]1[CH:9]=[CH:8][C:7]([C:10]2[CH:11]=[C:12]3[C:16](=[CH:17][CH:18]=2)[C:15](=[O:19])[O:14][CH2:13]3)=[C:6]([O:20][CH2:31][C:32]([CH3:36])([CH3:35])[CH2:33][O:27][CH3:24])[C:5]=1[O:21][CH3:22]. Given the reactants [F:1][CH:2]([F:23])[O:3][C:4]1[CH:9]=[CH:8][C:7]([C:10]2[CH:11]=[C:12]3[C:16](=[CH:17][CH:18]=2)[C:15](=[O:19])[O:14][CH2:13]3)=[C:6]([OH:20])[C:5]=1[O:21][CH3:22].[C:24](=[O:27])([O-])[O-].[K+].[K+].Br[CH2:31][C:32]1([CH3:36])[CH2:35]O[CH2:33]1, predict the reaction product.